Predict the reaction yield, written as a fraction of the theoretical maximum amount of product (1.0 means a 100% yield; for example, 0.34 means a 34% yield). From a dataset of Reaction yield outcomes from USPTO patents with 853,638 reactions. (1) The reactants are Br[C:2]1[CH:3]=[C:4]([CH:30]=[CH:31][CH:32]=1)[CH2:5][N:6]1[C:14]2[C:9](=[CH:10][CH:11]=[CH:12][CH:13]=2)[C:8]([C:15]2[CH:20]=[CH:19][C:18]([C:21]([CH3:24])([CH3:23])[CH3:22])=[CH:17][CH:16]=2)=[C:7]1[C:25]([O:27][CH2:28][CH3:29])=[O:26].[N:33]1(C(OC(C)(C)C)=O)[CH2:38][CH2:37][NH:36][CH2:35][CH2:34]1.CC([O-])(C)C.[Na+]. The catalyst is C1(C)C=CC=CC=1.CC([O-])=O.CC([O-])=O.[Pd+2]. The product is [C:21]([C:18]1[CH:19]=[CH:20][C:15]([C:8]2[C:9]3[C:14](=[CH:13][CH:12]=[CH:11][CH:10]=3)[N:6]([CH2:5][C:4]3[CH:30]=[CH:31][CH:32]=[C:2]([N:33]4[CH2:38][CH2:37][NH:36][CH2:35][CH2:34]4)[CH:3]=3)[C:7]=2[C:25]([O:27][CH2:28][CH3:29])=[O:26])=[CH:16][CH:17]=1)([CH3:23])([CH3:22])[CH3:24]. The yield is 0.540. (2) The reactants are [C:1]([C:5]1[CH:10]=[CH:9][C:8]([S:11]([NH:14][C:15]2[CH:16]=[C:17]3[C:21](=[CH:22][CH:23]=2)[NH:20][C:19]([C:24]([OH:26])=O)=[C:18]3[C:27]2[CH:32]=[CH:31][N:30]=[CH:29][CH:28]=2)(=[O:13])=[O:12])=[CH:7][CH:6]=1)([CH3:4])([CH3:3])[CH3:2].C([NH:36][CH2:37][CH2:38][NH2:39])(=O)C.Cl[CH2:41]Cl.[CH3:43][OH:44]. No catalyst specified. The product is [C:43]([CH:38]([NH2:39])[CH2:37][NH:36][C:24]([C:19]1[NH:20][C:21]2[C:17]([C:18]=1[C:27]1[CH:28]=[CH:29][N:30]=[CH:31][CH:32]=1)=[CH:16][C:15]([NH:14][S:11]([C:8]1[CH:9]=[CH:10][C:5]([C:1]([CH3:2])([CH3:3])[CH3:4])=[CH:6][CH:7]=1)(=[O:12])=[O:13])=[CH:23][CH:22]=2)=[O:26])(=[O:44])[CH3:41]. The yield is 0.100.